This data is from Catalyst prediction with 721,799 reactions and 888 catalyst types from USPTO. The task is: Predict which catalyst facilitates the given reaction. (1) Reactant: [CH2:1]([N:5]1[C:13]2[N:12]=[C:11]([Cl:14])[N:10](CC=C)[C:9]=2[C:8](=[O:18])[N:7]([CH2:19][CH2:20][CH2:21][CH2:22][C:23]2[N:24]=[CH:25][NH:26]C=2)[C:6]1=[O:28])[CH2:2][CH2:3][CH3:4].Cl[CH2:30][C:31]1[CH:36]=[CH:35][CH:34]=[CH:33][C:32]=1[C:37]([F:40])([F:39])[F:38].CCN(C(C)C)C(C)C.N1CCOCC1. Product: [CH2:1]([N:5]1[C:13]2[N:12]=[C:11]([Cl:14])[NH:10][C:9]=2[C:8](=[O:18])[N:7]([CH2:19][CH2:20][CH2:21][C:22]2[N:26]=[CH:25][N:24]([CH2:30][C:31]3[CH:36]=[CH:35][CH:34]=[CH:33][C:32]=3[C:37]([F:38])([F:39])[F:40])[CH:23]=2)[C:6]1=[O:28])[CH2:2][CH2:3][CH3:4]. The catalyst class is: 128. (2) Reactant: [Cl:1][C:2]1[CH:7]=[C:6](I)[C:5]([O:9][CH3:10])=[CH:4][N:3]=1.[F:11][C:12]([F:23])([F:22])[C:13]1[N:18]=[CH:17][C:16](B(O)O)=[CH:15][CH:14]=1.C(=O)([O-])[O-].[K+].[K+].O. Product: [Cl:1][C:2]1[CH:7]=[C:6]([C:16]2[CH:17]=[N:18][C:13]([C:12]([F:23])([F:22])[F:11])=[CH:14][CH:15]=2)[C:5]([O:9][CH3:10])=[CH:4][N:3]=1. The catalyst class is: 75. (3) Reactant: CS[C:3]1[NH:4][C:5](=[O:14])[C:6]([C:9]([O:11][CH2:12][CH3:13])=[O:10])=[CH:7][N:8]=1.[Cl:15][C:16]1[CH:21]=[CH:20][C:19]([CH2:22][CH2:23][NH2:24])=[CH:18][CH:17]=1. Product: [Cl:15][C:16]1[CH:21]=[CH:20][C:19]([CH2:22][CH2:23][NH:24][C:3]2[NH:4][C:5](=[O:14])[C:6]([C:9]([O:11][CH2:12][CH3:13])=[O:10])=[CH:7][N:8]=2)=[CH:18][CH:17]=1. The catalyst class is: 8.